From a dataset of Reaction yield outcomes from USPTO patents with 853,638 reactions. Predict the reaction yield, written as a fraction of the theoretical maximum amount of product (1.0 means a 100% yield; for example, 0.34 means a 34% yield). The reactants are C(OC([NH:8][C:9]1[CH:14]=[CH:13][C:12]([C:15]([CH3:18])([CH3:17])[CH3:16])=[C:11]([NH:19][C:20]([C:22]2[C:31](=[O:32])[C:30]3[C:25](=[CH:26][CH:27]=[CH:28][CH:29]=3)[NH:24][CH:23]=2)=[O:21])[CH:10]=1)=O)(C)(C)C.C(O)(C(F)(F)F)=O. The catalyst is C(Cl)Cl. The product is [NH2:8][C:9]1[CH:14]=[CH:13][C:12]([C:15]([CH3:18])([CH3:17])[CH3:16])=[C:11]([NH:19][C:20]([C:22]2[C:31](=[O:32])[C:30]3[C:25](=[CH:26][CH:27]=[CH:28][CH:29]=3)[NH:24][CH:23]=2)=[O:21])[CH:10]=1. The yield is 0.560.